Task: Predict the reactants needed to synthesize the given product.. Dataset: Full USPTO retrosynthesis dataset with 1.9M reactions from patents (1976-2016) (1) Given the product [NH2:28][C:27]1[C:22]2[CH:21]=[C:20]([C:19]3[N:18]([CH3:30])[CH:17]=[N:16][C:15]=3[C:12]3[CH:13]=[CH:14][C:9]([OH:8])=[CH:10][CH:11]=3)[S:29][C:23]=2[N:24]=[CH:25][N:26]=1, predict the reactants needed to synthesize it. The reactants are: C([O:8][C:9]1[CH:14]=[CH:13][C:12]([C:15]2[N:16]=[CH:17][N:18]([CH3:30])[C:19]=2[C:20]2[S:29][C:23]3[N:24]=[CH:25][N:26]=[C:27]([NH2:28])[C:22]=3[CH:21]=2)=[CH:11][CH:10]=1)C1C=CC=CC=1.C(O)(C(F)(F)F)=O.O. (2) Given the product [Cl:1][C:2]1[CH:7]=[CH:6][CH:5]=[CH:4][C:3]=1[C:8]1[N:9]([C:24]2[CH:25]=[CH:26][C:27]([Cl:30])=[CH:28][CH:29]=2)[C:10]2[C:15]([N:16]=1)=[C:14]([NH:17][CH:18]1[CH2:23][CH2:22][N:21]([C:31](=[O:33])[CH3:32])[CH2:20][CH2:19]1)[N:13]=[CH:12][N:11]=2, predict the reactants needed to synthesize it. The reactants are: [Cl:1][C:2]1[CH:7]=[CH:6][CH:5]=[CH:4][C:3]=1[C:8]1[N:9]([C:24]2[CH:29]=[CH:28][C:27]([Cl:30])=[CH:26][CH:25]=2)[C:10]2[C:15]([N:16]=1)=[C:14]([NH:17][CH:18]1[CH2:23][CH2:22][NH:21][CH2:20][CH2:19]1)[N:13]=[CH:12][N:11]=2.[C:31](OC(=O)C)(=[O:33])[CH3:32]. (3) Given the product [CH3:23][O:22][C:20]1[CH:19]=[CH:18][C:17]2[N:16]([N:15]=[C:14]([C:24]3[CH:25]=[N:26][CH:27]=[CH:28][CH:29]=3)[C:13]=2[CH2:2][C:3]2[N:8]=[C:7]([C:9]([O:11][CH3:12])=[O:10])[CH:6]=[CH:5][CH:4]=2)[CH:21]=1, predict the reactants needed to synthesize it. The reactants are: O[CH:2]([C:13]1[C:14]([C:24]2[CH:25]=[N:26][CH:27]=[CH:28][CH:29]=2)=[N:15][N:16]2[CH:21]=[C:20]([O:22][CH3:23])[CH:19]=[CH:18][C:17]=12)[C:3]1[N:8]=[C:7]([C:9]([O:11][CH3:12])=[O:10])[CH:6]=[CH:5][CH:4]=1.C([SiH](CC)CC)C.FC(F)(F)C(O)=O.C(=O)(O)[O-].[Na+]. (4) Given the product [Cl:26][C:22]1[CH:21]=[CH:20][C:19]2[C:24](=[CH:25][N:17]([S:14]([N:11]3[CH2:10][CH2:9][NH:8][CH2:13][CH2:12]3)(=[O:16])=[O:15])[CH:18]=2)[CH:23]=1, predict the reactants needed to synthesize it. The reactants are: C([N:8]1[CH2:13][CH2:12][N:11]([S:14]([N:17]2[CH:25]=[C:24]3[C:19]([CH:20]=[CH:21][C:22]([Cl:26])=[CH:23]3)=[CH:18]2)(=[O:16])=[O:15])[CH2:10][CH2:9]1)C1C=CC=CC=1.ClC(OC(Cl)C)=O.CO. (5) Given the product [F:48][C:28]1[CH:27]=[C:26]([O:25][C:23]2[CH:22]=[CH:21][N:20]=[C:19]([NH:9][C:10]([N:54]3[CH2:55][CH2:56][N:51]([CH3:50])[CH2:52][CH2:53]3)=[O:11])[CH:24]=2)[CH:31]=[CH:30][C:29]=1[NH:32][C:33]([C:35]1([C:38]([NH:39][C:40]2[CH:45]=[CH:44][C:43]([F:46])=[CH:42][CH:41]=2)=[O:47])[CH2:36][CH2:37]1)=[O:34], predict the reactants needed to synthesize it. The reactants are: C1(OC(=O)[N:9]([C:19]2[CH:24]=[C:23]([O:25][C:26]3[CH:31]=[CH:30][C:29]([NH:32][C:33]([C:35]4([C:38](=[O:47])[NH:39][C:40]5[CH:45]=[CH:44][C:43]([F:46])=[CH:42][CH:41]=5)[CH2:37][CH2:36]4)=[O:34])=[C:28]([F:48])[CH:27]=3)[CH:22]=[CH:21][N:20]=2)[C:10](OC2C=CC=CC=2)=[O:11])C=CC=CC=1.[CH3:50][N:51]1[CH2:56][CH2:55][NH:54][CH2:53][CH2:52]1. (6) Given the product [Cl:16][C:13]1[CH:14]=[CH:15][C:6]([O:5][CH2:4][C:3]([OH:35])=[O:2])=[C:7]2[C:12]=1[N:11]=[C:10]([CH2:17][CH3:18])[C:9]([CH2:19][C:20]1[CH:21]=[CH:22][C:23]([C:26](=[O:30])[CH:27]([CH3:29])[CH3:28])=[CH:24][CH:25]=1)=[C:8]2[O:31][CH:32]([F:34])[F:33], predict the reactants needed to synthesize it. The reactants are: C[O:2][C:3](=[O:35])[CH2:4][O:5][C:6]1[CH:15]=[CH:14][C:13]([Cl:16])=[C:12]2[C:7]=1[C:8]([O:31][CH:32]([F:34])[F:33])=[C:9]([CH2:19][C:20]1[CH:25]=[CH:24][C:23]([C:26](=[O:30])[CH:27]([CH3:29])[CH3:28])=[CH:22][CH:21]=1)[C:10]([CH2:17][CH3:18])=[N:11]2.[OH-].[Li+]. (7) The reactants are: [O:1]=[C:2]1[NH:6][CH:5]([C:7]([O:9][CH3:10])=[O:8])[CH2:4][O:3]1.[H-].[Na+].[CH2:13](I)[CH3:14]. Given the product [CH2:13]([N:6]1[CH:5]([C:7]([O:9][CH3:10])=[O:8])[CH2:4][O:3][C:2]1=[O:1])[CH3:14], predict the reactants needed to synthesize it.